Dataset: Reaction yield outcomes from USPTO patents with 853,638 reactions. Task: Predict the reaction yield, written as a fraction of the theoretical maximum amount of product (1.0 means a 100% yield; for example, 0.34 means a 34% yield). (1) The reactants are [CH3:1][O:2][C:3]1[C:8]2[O:9][C:10]3[CH:15]=[CH:14][CH:13]=[CH:12][C:11]=3[C:7]=2[C:6]([C:16](=[S:18])[NH2:17])=[CH:5][CH:4]=1.C(=O)(O)[O-].[Na+].Br[CH2:25][C:26]([C:28]1[N:33]=[C:32]([C:34]([O:36][CH2:37][CH3:38])=[O:35])[CH:31]=[CH:30][CH:29]=1)=O.O. The catalyst is C(O)C. The product is [CH3:1][O:2][C:3]1[C:8]2[O:9][C:10]3[CH:15]=[CH:14][CH:13]=[CH:12][C:11]=3[C:7]=2[C:6]([C:16]2[S:18][CH:25]=[C:26]([C:28]3[N:33]=[C:32]([C:34]([O:36][CH2:37][CH3:38])=[O:35])[CH:31]=[CH:30][CH:29]=3)[N:17]=2)=[CH:5][CH:4]=1. The yield is -0.280. (2) The yield is 0.975. The catalyst is C(Cl)Cl. The product is [Br:1][C:2]1[CH:3]=[CH:4][C:5]2[O:9][C:8]3[CH:10]=[C:11]([S:14]([NH:20][C@@H:21]([CH:29]([CH3:31])[CH3:30])[C:22]([O:24][C:25]([CH3:27])([CH3:26])[CH3:28])=[O:23])(=[O:16])=[O:15])[CH:12]=[CH:13][C:7]=3[C:6]=2[CH:18]=1. The reactants are [Br:1][C:2]1[CH:3]=[CH:4][C:5]2[O:9][C:8]3[CH:10]=[C:11]([S:14](Cl)(=[O:16])=[O:15])[CH:12]=[CH:13][C:7]=3[C:6]=2[CH:18]=1.Cl.[NH2:20][C@@H:21]([CH:29]([CH3:31])[CH3:30])[C:22]([O:24][C:25]([CH3:28])([CH3:27])[CH3:26])=[O:23].C(N(CC)C(C)C)(C)C. (3) The reactants are [Li]C(C)(C)C.I[CH2:7][C:8]([CH3:19])([CH3:18])[CH2:9][O:10][CH2:11][C:12]1[CH:17]=[CH:16][CH:15]=[CH:14][CH:13]=1.[O:20]1[C:24]2([CH2:29][CH2:28][C:27](=[O:30])[CH2:26][CH2:25]2)[O:23][CH2:22][CH2:21]1. The catalyst is O1CCCC1.[NH4+].[Cl-]. The product is [CH2:11]([O:10][CH2:9][C:8]([CH3:19])([CH3:18])[CH2:7][C:27]1([OH:30])[CH2:28][CH2:29][C:24]2([O:23][CH2:22][CH2:21][O:20]2)[CH2:25][CH2:26]1)[C:12]1[CH:17]=[CH:16][CH:15]=[CH:14][CH:13]=1. The yield is 0.520.